From a dataset of Retrosynthesis with 50K atom-mapped reactions and 10 reaction types from USPTO. Predict the reactants needed to synthesize the given product. (1) Given the product Cn1nccc1-c1ccc2c(c1)CN([C@@H](CC1CCCCC1)CN1C(=O)c3ccccc3C1=O)C2=O, predict the reactants needed to synthesize it. The reactants are: Cn1nccc1B1OC(C)(C)C(C)(C)O1.O=C1c2ccccc2C(=O)N1C[C@H](CC1CCCCC1)N1Cc2cc(Br)ccc2C1=O. (2) Given the product Cc1c(-c2ccc(Cl)cc2)c2cc(OC(C)(C)C(N)=O)ccc2n1C, predict the reactants needed to synthesize it. The reactants are: Cc1c(-c2ccc(Cl)cc2)c2cc(OC(C)(C)C(=O)O)ccc2n1C.N. (3) Given the product CC(C)(C)OC(=O)N1C[C@H](Oc2noc3cc(Cl)ccc23)C[C@H]1C(=O)O, predict the reactants needed to synthesize it. The reactants are: COC(=O)[C@@H]1C[C@@H](Oc2noc3cc(Cl)ccc23)CN1C(=O)OC(C)(C)C. (4) Given the product Fc1ccc(CC2CNCCO2)cc1, predict the reactants needed to synthesize it. The reactants are: O=C1COC(Cc2ccc(F)cc2)CN1. (5) Given the product O=C(O)COc1cccc(COC(=O)N(c2ccccc2)c2ccccc2)c1Cl, predict the reactants needed to synthesize it. The reactants are: COC(=O)COc1cccc(COC(=O)N(c2ccccc2)c2ccccc2)c1Cl. (6) Given the product O=C(O)CCCCCCCn1c(=O)oc2ccccc21, predict the reactants needed to synthesize it. The reactants are: COC(=O)CCCCCCCn1c(=O)oc2ccccc21. (7) Given the product CCOC(=O)c1cc2cc(NC(=O)OC(C)(C)C)ccc2[nH]1, predict the reactants needed to synthesize it. The reactants are: CC(C)(C)OC(=O)OC(=O)OC(C)(C)C.CCOC(=O)c1cc2cc(N)ccc2[nH]1. (8) Given the product COc1ccccc1CCNC(C)=O, predict the reactants needed to synthesize it. The reactants are: CC(=O)OC(C)=O.COc1ccccc1CCN. (9) Given the product Cc1ncc(C(CNC(=O)c2cccc(Cl)c2Cl)OC(C)C)cn1, predict the reactants needed to synthesize it. The reactants are: Cc1ncc(C(CN)OC(C)C)cn1.O=C(O)c1cccc(Cl)c1Cl. (10) Given the product Cc1c(C(=O)O)sc2nc(CN3CCN(C(=O)OC(C)(C)C)CC3)[nH]c(=O)c12, predict the reactants needed to synthesize it. The reactants are: CCOC(=O)c1sc2nc(CN3CCN(C(=O)OC(C)(C)C)CC3)[nH]c(=O)c2c1C.